Dataset: Forward reaction prediction with 1.9M reactions from USPTO patents (1976-2016). Task: Predict the product of the given reaction. Given the reactants [I:1][C:2]1[CH:11]=[CH:10][CH:9]=[C:8]2[C:3]=1[CH2:4][CH2:5][N:6]1[C:16](=[O:17])[CH2:15][NH:14][C:13](=O)[CH:12]=[C:7]12.O=P(Cl)(Cl)Cl.[CH2:24]([C:26]1[N:27]=[CH:28][NH:29][CH:30]=1)[CH3:25], predict the reaction product. The product is: [CH2:24]([C:26]1[N:27]=[CH:28][N:29]([C:13]2[CH:12]=[C:7]3[C:8]4[C:3]([CH2:4][CH2:5][N:6]3[C:16](=[O:17])[CH2:15][N:14]=2)=[C:2]([I:1])[CH:11]=[CH:10][CH:9]=4)[CH:30]=1)[CH3:25].